Dataset: Peptide-MHC class I binding affinity with 185,985 pairs from IEDB/IMGT. Task: Regression. Given a peptide amino acid sequence and an MHC pseudo amino acid sequence, predict their binding affinity value. This is MHC class I binding data. (1) The binding affinity (normalized) is 0.0253. The peptide sequence is LLTACTIFY. The MHC is HLA-B07:02 with pseudo-sequence HLA-B07:02. (2) The peptide sequence is MRHNSREPY. The MHC is HLA-A02:11 with pseudo-sequence HLA-A02:11. The binding affinity (normalized) is 0.0847. (3) The peptide sequence is SWFNSFLTH. The MHC is HLA-A33:01 with pseudo-sequence HLA-A33:01. The binding affinity (normalized) is 0.288. (4) The peptide sequence is SEINNLNLT. The MHC is HLA-B57:01 with pseudo-sequence HLA-B57:01. The binding affinity (normalized) is 0.0847. (5) The peptide sequence is QTDDGVRFT. The MHC is HLA-A26:01 with pseudo-sequence HLA-A26:01. The binding affinity (normalized) is 0.0847. (6) The peptide sequence is TAVAKCNVNH. The MHC is HLA-A31:01 with pseudo-sequence HLA-A31:01. The binding affinity (normalized) is 0. (7) The peptide sequence is APEEKYLSM. The binding affinity (normalized) is 0.0847. The MHC is HLA-B08:02 with pseudo-sequence HLA-B08:02. (8) The peptide sequence is YVIKVEARV. The MHC is HLA-A26:01 with pseudo-sequence HLA-A26:01. The binding affinity (normalized) is 0.464. (9) The peptide sequence is KSLYNTIATLY. The MHC is HLA-A26:01 with pseudo-sequence HLA-A26:01. The binding affinity (normalized) is 0.0847.